This data is from Tyrosyl-DNA phosphodiesterase HTS with 341,365 compounds. The task is: Binary Classification. Given a drug SMILES string, predict its activity (active/inactive) in a high-throughput screening assay against a specified biological target. The drug is O(C(=O)C=1C(N=C(N(C1C)Cc1ccccc1)NCc1cc(OC)c(OC)c(OC)c1)CCc1ccccc1)C. The result is 0 (inactive).